From a dataset of Full USPTO retrosynthesis dataset with 1.9M reactions from patents (1976-2016). Predict the reactants needed to synthesize the given product. (1) Given the product [Br:22][C:23]1[CH:24]=[CH:25][C:26]([CH:29]([C:43]2[CH:44]=[CH:45][C:46]([Br:49])=[CH:47][CH:48]=2)[S:30]([CH2:31][CH2:32][NH:33][CH2:34][CH2:35][CH2:36][C:37]2[CH:42]=[CH:41][CH:40]=[CH:39][CH:38]=2)=[O:9])=[CH:27][CH:28]=1, predict the reactants needed to synthesize it. The reactants are: C1(C)C=CC(C(C2C=CC(C)=CC=2)S(CC(N)=O)=[O:9])=CC=1.[Br:22][C:23]1[CH:28]=[CH:27][C:26]([CH:29]([C:43]2[CH:48]=[CH:47][C:46]([Br:49])=[CH:45][CH:44]=2)[S:30][CH2:31][CH2:32][NH:33][CH2:34][CH2:35][CH2:36][C:37]2[CH:42]=[CH:41][CH:40]=[CH:39][CH:38]=2)=[CH:25][CH:24]=1. (2) Given the product [CH3:1][C:2]1[CH:6]=[C:5]([CH3:7])[N:4]([C:8]2[N:13]=[C:12]([NH:14][C:15](=[O:17])[CH3:16])[CH:11]=[C:10]([C:18]3[CH:19]=[CH:20][CH:21]=[C:22]([CH2:27][OH:26])[CH:23]=3)[N:9]=2)[N:3]=1, predict the reactants needed to synthesize it. The reactants are: [CH3:1][C:2]1[CH:6]=[C:5]([CH3:7])[N:4]([C:8]2[N:13]=[C:12]([NH:14][C:15](=[O:17])[CH3:16])[CH:11]=[C:10]([C:18]3[CH:23]=[C:22](O)[CH:21]=[C:20](F)[CH:19]=3)[N:9]=2)[N:3]=1.[OH:26][CH2:27]C1C=C(B(O)O)C=CC=1.